Predict the product of the given reaction. From a dataset of Forward reaction prediction with 1.9M reactions from USPTO patents (1976-2016). (1) Given the reactants I[C:2]1[C:3](=[O:28])[NH:4][C:5](=[O:27])[N:6]([CH2:8][CH2:9][CH2:10][N:11]2[CH2:16][C@H:15]3[C@:13]([C:17]4[CH:22]=[CH:21][C:20]([C:23]([F:26])([F:25])[F:24])=[CH:19][CH:18]=4)([CH2:14]3)[CH2:12]2)[CH:7]=1.[NH:29]1[CH:33]=[CH:32][CH:31]=[N:30]1.CN(C)CC(O)=O.C([O-])([O-])=O.[K+].[K+], predict the reaction product. The product is: [N:29]1([C:2]2[C:3](=[O:28])[NH:4][C:5](=[O:27])[N:6]([CH2:8][CH2:9][CH2:10][N:11]3[CH2:16][C@H:15]4[C@:13]([C:17]5[CH:22]=[CH:21][C:20]([C:23]([F:26])([F:25])[F:24])=[CH:19][CH:18]=5)([CH2:14]4)[CH2:12]3)[CH:7]=2)[CH:33]=[CH:32][CH:31]=[N:30]1. (2) Given the reactants [CH2:1]([O:8][C:9]([N:11]1[CH2:15][CH:14]([F:16])[C@:13]([CH3:24])([C:17]([O:19]C(C)(C)C)=[O:18])[CH2:12]1)=[O:10])[C:2]1[CH:7]=[CH:6][CH:5]=[CH:4][CH:3]=1.FC(F)(F)C(O)=O, predict the reaction product. The product is: [CH2:1]([O:8][C:9]([N:11]1[CH2:15][CH:14]([F:16])[C@:13]([CH3:24])([C:17]([OH:19])=[O:18])[CH2:12]1)=[O:10])[C:2]1[CH:7]=[CH:6][CH:5]=[CH:4][CH:3]=1. (3) Given the reactants C(OC(=O)C)(=O)C.[Cl:8][C:9]1[CH:10]=[CH:11][C:12]([CH3:16])=[C:13]([CH:15]=1)[NH2:14].C([O-])(=O)C.[K+].[N:22](OC(C)(C)C)=O.O.[OH-].[Li+], predict the reaction product. The product is: [Cl:8][C:9]1[CH:15]=[C:13]2[C:12]([CH:16]=[N:22][NH:14]2)=[CH:11][CH:10]=1. (4) Given the reactants Cl.[O:2]1[CH2:6][CH2:5][CH:4]([CH2:7][NH2:8])[CH2:3]1.C(N(CC)CC)C.[C:16]1([C:22]2[CH:38]=[CH:37][C:25]([CH2:26][O:27][CH2:28][C:29]3[O:33][N:32]=[C:31]([C:34](O)=[O:35])[CH:30]=3)=[CH:24][CH:23]=2)[CH:21]=[CH:20][CH:19]=[CH:18][CH:17]=1.ON1C2C=CC=CC=2N=N1.Cl.C(N=C=NCCCN(C)C)C.Cl, predict the reaction product. The product is: [O:2]1[CH2:6][CH2:5][CH:4]([CH2:7][NH:8][C:34]([C:31]2[CH:30]=[C:29]([CH2:28][O:27][CH2:26][C:25]3[CH:37]=[CH:38][C:22]([C:16]4[CH:21]=[CH:20][CH:19]=[CH:18][CH:17]=4)=[CH:23][CH:24]=3)[O:33][N:32]=2)=[O:35])[CH2:3]1. (5) Given the reactants [F:1]/[C:2](/[C:15]1[CH:19]=[C:18]([CH3:20])[NH:17][N:16]=1)=[CH:3]\[C:4]1[CH:9]=[CH:8][C:7]([O:10][C:11]([F:14])([F:13])[F:12])=[CH:6][CH:5]=1.C([Si](C(C)C)(C(C)C)[O:25][CH2:26][C:27]1([C:30]2[CH:31]=[C:32]([CH:39]=[CH:40][CH:41]=2)[CH2:33]CS([O-])(=O)=O)[CH2:29][CH2:28]1)(C)C.CC(C)([O-])C.[K+].[F-].C([N+](CCCC)(CCCC)CCCC)CCC, predict the reaction product. The product is: [F:1]/[C:2](/[C:15]1[CH:19]=[C:18]([CH3:20])[N:17]([CH2:33][C:32]2[CH:31]=[C:30]([C:27]3([CH2:26][OH:25])[CH2:29][CH2:28]3)[CH:41]=[CH:40][CH:39]=2)[N:16]=1)=[CH:3]\[C:4]1[CH:5]=[CH:6][C:7]([O:10][C:11]([F:14])([F:13])[F:12])=[CH:8][CH:9]=1. (6) Given the reactants [CH:1]1([CH2:7][CH2:8][C:9]([OH:11])=O)[CH2:6][CH2:5][CH2:4][CH2:3][CH2:2]1.Cl.CN(C)CCCN=C=NCC.FC(F)(F)C([NH:28][C@H:29]([C:32]1[CH:37]=[CH:36][C:35]([C:38](=[N:40]O)[NH2:39])=[CH:34][CH:33]=1)[CH2:30][CH3:31])=O.O.[OH-].[Li+], predict the reaction product. The product is: [CH:1]1([CH2:7][CH2:8][C:9]2[O:11][N:40]=[C:38]([C:35]3[CH:36]=[CH:37][C:32]([C@@H:29]([NH2:28])[CH2:30][CH3:31])=[CH:33][CH:34]=3)[N:39]=2)[CH2:2][CH2:3][CH2:4][CH2:5][CH2:6]1. (7) Given the reactants FC(F)(F)C(O)=O.NC[C@@H]1OC(=O)N(C2C=CC(C3SC(CCO)C(=O)NN=3)=C(F)C=2)C1.[C:33]([NH:36][CH2:37][C@@H:38]1[O:42][C:41](=[O:43])[N:40]([C:44]2[CH:49]=[CH:48][C:47]([C:50]3[S:51][CH:52]([CH2:57][CH2:58][O:59]C(=O)C)[C:53](=[O:56])[NH:54][N:55]=3)=[C:46]([F:63])[CH:45]=2)[CH2:39]1)(=[O:35])[CH3:34], predict the reaction product. The product is: [F:63][C:46]1[CH:45]=[C:44]([N:40]2[CH2:39][C@H:38]([CH2:37][NH:36][C:33](=[O:35])[CH3:34])[O:42][C:41]2=[O:43])[CH:49]=[CH:48][C:47]=1[C:50]1[S:51][CH:52]([CH2:57][CH2:58][OH:59])[C:53](=[O:56])[NH:54][N:55]=1. (8) The product is: [C:1]([NH:9][C:10]1[S:11][CH2:12][C@@H:13]2[CH2:19][C@H:18]([C:20]([NH2:22])=[O:21])[O:17][CH2:16][C@:14]2([C:29]2[CH:34]=[CH:33][C:32]([F:35])=[CH:31][C:30]=2[F:36])[N:15]=1)(=[O:8])[C:2]1[CH:7]=[CH:6][CH:5]=[CH:4][CH:3]=1. Given the reactants [C:1]([NH:9][C:10]1[S:11][CH2:12][C@@H:13]2[CH2:19][C@H:18]([C:20]([NH:22]CC(OC)OC)=[O:21])[O:17][CH2:16][C@:14]2([C:29]2[CH:34]=[CH:33][C:32]([F:35])=[CH:31][C:30]=2[F:36])[N:15]=1)(=[O:8])[C:2]1[CH:7]=[CH:6][CH:5]=[CH:4][CH:3]=1.N, predict the reaction product.